Dataset: Full USPTO retrosynthesis dataset with 1.9M reactions from patents (1976-2016). Task: Predict the reactants needed to synthesize the given product. Given the product [CH3:1][C:2]1[CH:11]=[CH:10][C:9]2[C:4](=[CH:5][CH:6]=[CH:7][C:8]=2[N:12]2[CH2:13][CH2:14][N:15]([CH2:18][CH2:19][C:20]3[CH:21]=[C:22]([N:23]4[C:27](=[O:28])[C:31]5[C:30](=[CH:35][CH:34]=[CH:33][CH:32]=5)[C:29]4=[O:36])[CH:24]=[CH:25][CH:26]=3)[CH2:16][CH2:17]2)[N:3]=1, predict the reactants needed to synthesize it. The reactants are: [CH3:1][C:2]1[CH:11]=[CH:10][C:9]2[C:4](=[CH:5][CH:6]=[CH:7][C:8]=2[N:12]2[CH2:17][CH2:16][N:15]([CH2:18][CH2:19][C:20]3[CH:21]=[C:22]([CH:24]=[CH:25][CH:26]=3)[NH2:23])[CH2:14][CH2:13]2)[N:3]=1.[C:27]1(=O)[C:31]2[CH:32]=[CH:33][CH:34]=[CH:35][C:30]=2[C:29](=[O:36])[O:28]1.